Dataset: Full USPTO retrosynthesis dataset with 1.9M reactions from patents (1976-2016). Task: Predict the reactants needed to synthesize the given product. (1) Given the product [ClH:35].[F:36][CH:24]([F:23])[O:25][C:26]1[CH:27]=[CH:28][C:29]([S:32]([NH:20][C:18]2[CH:17]=[CH:16][C:15]([O:21][CH3:22])=[C:14]([N:11]3[CH2:10][CH2:9][NH:8][CH2:13][CH2:12]3)[CH:19]=2)(=[O:34])=[O:33])=[CH:30][CH:31]=1, predict the reactants needed to synthesize it. The reactants are: C(OC([N:8]1[CH2:13][CH2:12][N:11]([C:14]2[CH:19]=[C:18]([NH2:20])[CH:17]=[CH:16][C:15]=2[O:21][CH3:22])[CH2:10][CH2:9]1)=O)(C)(C)C.[F:23][CH:24]([F:36])[O:25][C:26]1[CH:31]=[CH:30][C:29]([S:32]([Cl:35])(=[O:34])=[O:33])=[CH:28][CH:27]=1. (2) The reactants are: [CH2:1]([N:3]([CH2:26]C)[C:4](=[O:25])[O:5][C:6]1[CH:11]=[C:10]([C:12]([CH3:15])([CH3:14])[CH3:13])[CH:9]=[C:8]([CH3:16])[C:7]=1[O:17][C:18](=[O:24])[N:19]([CH2:22]C)[CH2:20]C)C.CN(C)C(Cl)=O. Given the product [CH3:26][N:3]([CH3:1])[C:4](=[O:25])[O:5][C:6]1[CH:11]=[C:10]([C:12]([CH3:14])([CH3:13])[CH3:15])[CH:9]=[C:8]([CH3:16])[C:7]=1[O:17][C:18](=[O:24])[N:19]([CH3:22])[CH3:20], predict the reactants needed to synthesize it. (3) Given the product [Cl:45][C:31]1([C:29]2[S:30][C:26]([C:21]3[CH:22]=[C:23]([CH3:25])[CH:24]=[C:19]([NH:18][C:14]4[N:13]=[C:12]([O:11][CH3:10])[CH:17]=[CH:16][N:15]=4)[CH:20]=3)=[CH:27][N:28]=2)[CH2:36][CH2:35][N:34]([S:2]([NH2:5])(=[O:4])=[O:3])[CH2:33][CH2:32]1, predict the reactants needed to synthesize it. The reactants are: Cl[S:2]([N:5]=C=O)(=[O:4])=[O:3].CO.[CH3:10][O:11][C:12]1[CH:17]=[CH:16][N:15]=[C:14]([NH:18][C:19]2[CH:20]=[C:21]([C:26]3[S:30][C:29]([C:31]4(O)[CH2:36][CH2:35][NH:34][CH2:33][CH2:32]4)=[N:28][CH:27]=3)[CH:22]=[C:23]([CH3:25])[CH:24]=2)[N:13]=1.C(N(CC)CC)C.[Cl:45]CCl. (4) Given the product [Cl:1][C:2]1[N:7]=[CH:6][C:5]([O:8][C:9]([CH3:16])([CH3:15])[CH2:10][OH:11])=[CH:4][CH:3]=1, predict the reactants needed to synthesize it. The reactants are: [Cl:1][C:2]1[N:7]=[CH:6][C:5]([O:8][C:9]([CH3:16])([CH3:15])[C:10](OCC)=[O:11])=[CH:4][CH:3]=1.C(#N)C.C(=O)=O.[H-].[Al+3].[Li+].[H-].[H-].[H-]. (5) Given the product [CH2:24]([O:26][C:27](/[CH:28]=[CH:29]/[C:16]1[CH:15]=[C:14]2[C:19](=[CH:18][CH:17]=1)[N:11]([C:8]1[CH:7]=[CH:6][C:5]([C:4]([OH:3])=[O:23])=[CH:10][CH:9]=1)[CH:12]=[C:13]2[C:21]#[N:22])=[O:30])[CH3:25], predict the reactants needed to synthesize it. The reactants are: C([O:3][C:4](=[O:23])[C:5]1[CH:10]=[CH:9][C:8]([N:11]2[C:19]3[C:14](=[CH:15][C:16](Br)=[CH:17][CH:18]=3)[C:13]([C:21]#[N:22])=[CH:12]2)=[CH:7][CH:6]=1)C.[CH2:24]([O:26][C:27](=[O:30])[CH:28]=[CH2:29])[CH3:25].C(N(CC)CC)C.C1(P(C2C=CC=CC=2)C2C=CC=CC=2)C=CC=CC=1. (6) The reactants are: C(OC(=O)[NH:7][CH2:8][C:9]1[CH:40]=[CH:39][C:12]2[N:13]([CH2:34][CH2:35][CH2:36][CH2:37][OH:38])[C:14]([CH2:16][N:17]3[C:26]4[C:21](=[CH:22][CH:23]=[CH:24][CH:25]=4)[C:20](=[O:27])[N:19]([CH2:28][C:29]([F:32])([F:31])[F:30])[C:18]3=[O:33])=[N:15][C:11]=2[CH:10]=1)(C)(C)C.C(O)(C(F)(F)F)=O.C(Cl)(=O)C. Given the product [NH2:7][CH2:8][C:9]1[CH:40]=[CH:39][C:12]2[N:13]([CH2:34][CH2:35][CH2:36][CH2:37][OH:38])[C:14]([CH2:16][N:17]3[C:26]4[C:21](=[CH:22][CH:23]=[CH:24][CH:25]=4)[C:20](=[O:27])[N:19]([CH2:28][C:29]([F:32])([F:31])[F:30])[C:18]3=[O:33])=[N:15][C:11]=2[CH:10]=1, predict the reactants needed to synthesize it.